Dataset: Forward reaction prediction with 1.9M reactions from USPTO patents (1976-2016). Task: Predict the product of the given reaction. (1) Given the reactants C([Si](C)(C)[O:6][CH2:7][CH2:8]/[CH:9]=[CH:10]\[C@@H:11]([CH3:26])[CH2:12][CH2:13][CH2:14][C:15]([CH3:25])([O:17][Si](CC)(CC)CC)[CH3:16])(C)(C)C.F.O, predict the reaction product. The product is: [CH3:26][C@@H:11]([CH2:12][CH2:13][CH2:14][C:15]([CH3:25])([OH:17])[CH3:16])/[CH:10]=[CH:9]\[CH2:8][CH2:7][OH:6]. (2) Given the reactants [CH3:1][O:2][C:3](=[O:21])[CH:4]([C:14]1[CH:19]=[CH:18][CH:17]=[CH:16][C:15]=1[Cl:20])[N:5]1[CH2:10][CH2:9][C:8]2[S:11][CH:12]=[CH:13][C:7]=2[CH2:6]1.O.[C:23]12([CH2:33][S:34]([OH:37])(=[O:36])=[O:35])[C:30]([CH3:32])([CH3:31])[CH:27]([CH2:28][CH2:29]1)[CH2:26][C:24]2=[O:25], predict the reaction product. The product is: [C:23]12([CH2:33][S:34]([OH:37])(=[O:35])=[O:36])[C:30]([CH3:32])([CH3:31])[CH:27]([CH2:28][CH2:29]1)[CH2:26][C:24]2=[O:25].[CH3:1][O:2][C:3](=[O:21])[CH:4]([C:14]1[CH:19]=[CH:18][CH:17]=[CH:16][C:15]=1[Cl:20])[N:5]1[CH2:10][CH2:9][C:8]2[S:11][CH:12]=[CH:13][C:7]=2[CH2:6]1. (3) Given the reactants Br[CH2:2][C:3]([C:5]1[C:10]([Cl:11])=[CH:9][C:8]([Cl:12])=[CH:7][N:6]=1)=[O:4].[C:13]1(=[O:23])[NH:17][C:16](=[O:18])[C:15]2=[CH:19][CH:20]=[CH:21][CH:22]=[C:14]12.[K].O, predict the reaction product. The product is: [Cl:11][C:10]1[C:5]([C:3](=[O:4])[CH2:2][N:17]2[C:16](=[O:18])[C:15]3=[CH:19][CH:20]=[CH:21][CH:22]=[C:14]3[C:13]2=[O:23])=[N:6][CH:7]=[C:8]([Cl:12])[CH:9]=1. (4) The product is: [NH2:1][C:2]1[C:7]2[C:8]([Br:11])=[CH:9][S:10][C:6]=2[C:5]([CH:12]=[O:13])=[CH:4][N:3]=1. Given the reactants [NH2:1][C:2]1[C:7]2[C:8]([Br:11])=[CH:9][S:10][C:6]=2[C:5]([CH2:12][OH:13])=[CH:4][N:3]=1, predict the reaction product.